This data is from Full USPTO retrosynthesis dataset with 1.9M reactions from patents (1976-2016). The task is: Predict the reactants needed to synthesize the given product. (1) The reactants are: [N:1]1[CH:6]=[C:5]([C:7]2[CH:8]=[C:9]([CH:11]=[CH:12][CH:13]=2)[NH2:10])[CH:4]=[N:3][CH:2]=1.N1C=CC=CC=1.[C:20]1([C:33](Cl)=[O:34])[C:32]2[CH2:31][C:30]3[C:25](=[CH:26][CH:27]=[CH:28][CH:29]=3)[C:24]=2[CH:23]=[CH:22][CH:21]=1. Given the product [N:1]1[CH:6]=[C:5]([C:7]2[CH:8]=[C:9]([NH:10][C:33]([C:20]3[C:32]4[CH2:31][C:30]5[C:25](=[CH:26][CH:27]=[CH:28][CH:29]=5)[C:24]=4[CH:23]=[CH:22][CH:21]=3)=[O:34])[CH:11]=[CH:12][CH:13]=2)[CH:4]=[N:3][CH:2]=1, predict the reactants needed to synthesize it. (2) The reactants are: CCN(CC)CC.N1C=CC=CC=1.[CH2:14]([O:16][C:17]([C:19]1[N:20]([C:29]2[CH:34]=[CH:33][C:32]([O:35][CH:36]([CH3:38])[CH3:37])=[CH:31][CH:30]=2)[C:21]2[C:26]([CH:27]=1)=[CH:25][C:24]([OH:28])=[CH:23][CH:22]=2)=[O:18])[CH3:15].[CH:39]([O:42][C:43]1[CH:44]=[C:45](B(O)O)[CH:46]=[CH:47][CH:48]=1)([CH3:41])[CH3:40]. Given the product [CH2:14]([O:16][C:17]([C:19]1[N:20]([C:29]2[CH:34]=[CH:33][C:32]([O:35][CH:36]([CH3:37])[CH3:38])=[CH:31][CH:30]=2)[C:21]2[C:26]([CH:27]=1)=[CH:25][C:24]([O:28][C:47]1[CH:46]=[CH:45][CH:44]=[C:43]([O:42][CH:39]([CH3:41])[CH3:40])[CH:48]=1)=[CH:23][CH:22]=2)=[O:18])[CH3:15], predict the reactants needed to synthesize it. (3) The reactants are: [O:1]=[C:2]1[NH:8][C:7]2[C:9]3[C:14]([CH:15]=[CH:16][C:6]=2[N:5]([C:17]2[CH:22]=[CH:21][C:20]([NH:23][S:24]([C:27]4[CH:32]=[CH:31][CH:30]=[CH:29][C:28]=4[N+:33]([O-:35])=[O:34])(=[O:26])=[O:25])=[CH:19][CH:18]=2)[C:4](=[O:36])[CH2:3]1)=[CH:13][CH:12]=[CH:11][CH:10]=3.CN(C)C=O.[C:42](=[O:45])([O-])[O-].[K+].[K+].[CH2:48](Br)[C:49]1[CH:54]=[CH:53][CH:52]=[CH:51][CH:50]=1. Given the product [CH2:48]([N:23]([C:20]1[CH:21]=[CH:22][C:17]([N:5]2[C:4](=[O:36])[CH2:3][C:42](=[O:45])[N:8]([CH2:2][C:6]3[CH:16]=[CH:15][CH:14]=[CH:9][CH:7]=3)[C:7]3[C:9]4[C:14]([CH:15]=[CH:16][C:6]2=3)=[CH:13][CH:12]=[CH:11][CH:10]=4)=[CH:18][CH:19]=1)[S:24]([C:27]1[CH:32]=[CH:31][CH:30]=[CH:29][C:28]=1[N+:33]([O-:35])=[O:34])(=[O:26])=[O:25])[C:49]1[CH:54]=[CH:53][CH:52]=[CH:51][CH:50]=1.[CH2:48]([N:23]([C:20]1[CH:21]=[CH:22][C:17]([N:5]2[C:4](=[O:36])[CH2:3][C:2](=[O:1])[NH:8][C:7]3[C:9]4[C:14]([CH:15]=[CH:16][C:6]2=3)=[CH:13][CH:12]=[CH:11][CH:10]=4)=[CH:18][CH:19]=1)[S:24]([C:27]1[CH:32]=[CH:31][CH:30]=[CH:29][C:28]=1[N+:33]([O-:35])=[O:34])(=[O:26])=[O:25])[C:49]1[CH:54]=[CH:53][CH:52]=[CH:51][CH:50]=1, predict the reactants needed to synthesize it. (4) The reactants are: Cl.Cl.[Cl:3][C:4]1[CH:9]=[C:8]([Cl:10])[CH:7]=[CH:6][C:5]=1[C:11]1[C:16]([C:17]2C=CN[N:18]=2)=[CH:15][N:14]=[C:13]([NH:22][CH2:23][CH2:24][NH:25][C:26]2[CH:31]=[CH:30][C:29]([N+:32]([O-:34])=[O:33])=[CH:28][N:27]=2)[N:12]=1.[N:35]1[C:39]2[CH:40]=[CH:41][CH:42]=[CH:43][C:38]=2NC=1C(=CN(C)C)C(C1C=CC([Cl:53])=CC=1Cl)=O. Given the product [ClH:3].[ClH:53].[N:18]1[C:38]2[CH:43]=[CH:42][CH:41]=[CH:40][C:39]=2[NH:35][C:17]=1[C:16]1[C:11]([C:5]2[CH:6]=[CH:7][C:8]([Cl:10])=[CH:9][C:4]=2[Cl:3])=[N:12][C:13]([NH:22][CH2:23][CH2:24][NH:25][C:26]2[CH:31]=[CH:30][C:29]([N+:32]([O-:34])=[O:33])=[CH:28][N:27]=2)=[N:14][CH:15]=1, predict the reactants needed to synthesize it. (5) Given the product [CH3:34][N:33]([C:16]1[CH:17]=[CH:18][C:19]([NH:22][C:23]([NH:25][C:26]2[CH:27]=[CH:28][CH:29]=[CH:30][CH:31]=2)=[O:24])=[CH:20][CH:21]=1)[S:11]([C:7]1[CH:8]=[CH:9][CH:10]=[C:5]([C:1]([CH3:4])([CH3:3])[CH3:2])[CH:6]=1)(=[O:13])=[O:12], predict the reactants needed to synthesize it. The reactants are: [C:1]([C:5]1[CH:6]=[C:7]([S:11](Cl)(=[O:13])=[O:12])[CH:8]=[CH:9][CH:10]=1)([CH3:4])([CH3:3])[CH3:2].C[C:16]1[CH:21]=[CH:20][C:19]([NH:22][C:23]([NH:25][C:26]2[CH:31]=[CH:30][CH:29]=[CH:28][CH:27]=2)=[O:24])=[C:18](N)[CH:17]=1.[N:33]1C=CC=C[CH:34]=1. (6) Given the product [CH2:1]([O:8][C:9]1[CH:14]=[CH:13][C:12]([C:15]2[C:17]3[C:22](=[N:21][CH:20]=[CH:19][N:18]=3)[NH:26][N:25]=2)=[CH:11][CH:10]=1)[C:2]1[CH:7]=[CH:6][CH:5]=[CH:4][CH:3]=1, predict the reactants needed to synthesize it. The reactants are: [CH2:1]([O:8][C:9]1[CH:14]=[CH:13][C:12]([C:15]([C:17]2[C:22](Cl)=[N:21][CH:20]=[CH:19][N:18]=2)=O)=[CH:11][CH:10]=1)[C:2]1[CH:7]=[CH:6][CH:5]=[CH:4][CH:3]=1.O.[NH2:25][NH2:26]. (7) Given the product [I-:11].[C:15]([CH2:12][CH2:13][N+:8]([CH2:7][CH3:6])([CH3:9])[CH3:10])(=[O:14])[CH:16]=[CH2:17], predict the reactants needed to synthesize it. The reactants are: C(O[CH2:6][CH2:7][N:8]([CH3:10])[CH3:9])(=O)C=C.[I:11][CH2:12][CH3:13].[O:14]1C[CH2:17][CH2:16][CH2:15]1.